This data is from Peptide-MHC class II binding affinity with 134,281 pairs from IEDB. The task is: Regression. Given a peptide amino acid sequence and an MHC pseudo amino acid sequence, predict their binding affinity value. This is MHC class II binding data. The binding affinity (normalized) is 0.0530. The peptide sequence is RDGGQLRIPSLLHGG. The MHC is HLA-DQA10401-DQB10402 with pseudo-sequence HLA-DQA10401-DQB10402.